This data is from Reaction yield outcomes from USPTO patents with 853,638 reactions. The task is: Predict the reaction yield, written as a fraction of the theoretical maximum amount of product (1.0 means a 100% yield; for example, 0.34 means a 34% yield). (1) The reactants are Br[CH:2]([CH3:18])[C:3]([O:5][CH2:6][CH2:7][CH2:8][CH2:9][CH2:10][CH2:11][CH2:12][CH2:13][CH2:14][CH2:15][CH2:16][CH3:17])=[O:4].C(=O)(O)[O-].[Na+].[CH3:24][NH2:25]. The catalyst is C(#N)C. The product is [CH3:24][NH:25][CH:2]([CH3:18])[C:3]([O:5][CH2:6][CH2:7][CH2:8][CH2:9][CH2:10][CH2:11][CH2:12][CH2:13][CH2:14][CH2:15][CH2:16][CH3:17])=[O:4]. The yield is 0.823. (2) The reactants are C([Li])CCC.Br[C:7]1[CH:12]=[C:11]([O:13]C)[CH:10]=[CH:9][C:8]=1[O:15]C.[CH:17]([C:20]1[CH:25]=[CH:24][C:23]([C:26](=O)[CH:27]([CH3:29])[CH3:28])=[CH:22][CH:21]=1)([CH3:19])[CH3:18].O. The catalyst is O1CCCC1. The product is [CH:17]([C:20]1[CH:25]=[CH:24][C:23]([CH:26]2[C:10]3[CH:9]=[C:8]([OH:15])[CH:7]=[CH:12][C:11]=3[O:13][C:27]2([CH3:29])[CH3:28])=[CH:22][CH:21]=1)([CH3:19])[CH3:18]. The yield is 0.700. (3) The reactants are Br[C:2]1[CH:7]=[CH:6][C:5]([C:8]2([C:11]([F:14])([F:13])[F:12])[CH2:10][CH2:9]2)=[CH:4][CH:3]=1.[B:15]1([B:15]2[O:19][C:18]([CH3:21])([CH3:20])[C:17]([CH3:23])([CH3:22])[O:16]2)[O:19][C:18]([CH3:21])([CH3:20])[C:17]([CH3:23])([CH3:22])[O:16]1.C([O-])(=O)C.[K+]. The catalyst is O1CCOCC1.C1C=CC(P(C2C=CC=CC=2)[C-]2C=CC=C2)=CC=1.C1C=CC(P(C2C=CC=CC=2)[C-]2C=CC=C2)=CC=1.Cl[Pd]Cl.[Fe+2]. The product is [CH3:22][C:17]1([CH3:23])[C:18]([CH3:21])([CH3:20])[O:19][B:15]([C:2]2[CH:7]=[CH:6][C:5]([C:8]3([C:11]([F:14])([F:13])[F:12])[CH2:10][CH2:9]3)=[CH:4][CH:3]=2)[O:16]1. The yield is 0.800. (4) The reactants are C[O:2][C:3]([C@@H:5]1[CH2:9][CH2:8][CH2:7][N:6]1[CH2:10][C:11]1[C:12]([NH2:18])=[N:13][CH:14]=[C:15]([Br:17])[CH:16]=1)=O.[H-].[Na+]. The catalyst is CS(C)=O.O. The product is [Br:17][C:15]1[CH:14]=[N:13][C:12]2[NH:18][C:3](=[O:2])[C@H:5]3[N:6]([CH2:7][CH2:8][CH2:9]3)[CH2:10][C:11]=2[CH:16]=1. The yield is 0.840. (5) The reactants are [OH-:1].[Na+].C[O:4][C:5](=[O:46])[C@@H:6]([NH:38][C:39](OC(C)(C)C)=[O:40])[CH2:7][S:8][CH2:9][C:10]1[CH:15]=[CH:14][C:13]([C:16]2[CH:21]=[CH:20][C:19]([C:22]3[C:26]4[CH:27]=[CH:28][CH:29]=[CH:30][C:25]=4[O:24][C:23]=3[CH2:31][C:32]3[CH:37]=[CH:36][CH:35]=[CH:34][CH:33]=3)=[CH:18][CH:17]=2)=[CH:12][CH:11]=1.Cl. The catalyst is O1CCCC1.CO. The product is [CH2:31]([C:23]1[O:24][C:25]2[CH:30]=[CH:29][CH:28]=[CH:27][C:26]=2[C:22]=1[C:19]1[CH:20]=[CH:21][C:16]([C:13]2[CH:14]=[CH:15][C:10]([CH2:9][S:8][CH2:7][C@:6]([N:38]=[C:39]=[O:40])([O:1][C:10]([CH3:15])([CH3:11])[CH3:9])[C:5]([OH:4])=[O:46])=[CH:11][CH:12]=2)=[CH:17][CH:18]=1)[C:32]1[CH:33]=[CH:34][CH:35]=[CH:36][CH:37]=1. The yield is 0.840. (6) The reactants are [F:1][C:2]1([F:24])[CH2:5][CH:4]([CH2:6][O:7][C:8]2[CH:16]=[C:15]3[C:11]([CH2:12][C:13]4([CH2:22][CH2:21][C:20](=[O:23])[CH2:19][CH2:18]4)[C:14]3=[O:17])=[CH:10][CH:9]=2)[CH2:3]1.CO.[B-][N+](C)(C)C.O.C(O)(=O)CC(CC(O)=O)(C(O)=O)O. The catalyst is C1COCC1.O. The product is [F:1][C:2]1([F:24])[CH2:5][CH:4]([CH2:6][O:7][C:8]2[CH:16]=[C:15]3[C:11]([CH2:12][C:13]4([CH2:22][CH2:21][CH:20]([OH:23])[CH2:19][CH2:18]4)[C:14]3=[O:17])=[CH:10][CH:9]=2)[CH2:3]1. The yield is 1.00. (7) The reactants are [NH2:1][CH2:2][C:3]1([C:9]2[CH:22]=[CH:21][C:12]([O:13][CH2:14][CH2:15][CH2:16][N:17]([CH2:19][CH3:20])[CH3:18])=[CH:11][CH:10]=2)[CH2:8][CH2:7][O:6][CH2:5][CH2:4]1.Br[CH2:24][CH2:25][O:26][CH2:27][CH2:28]Br.C(=O)([O-])[O-].[K+].[K+]. The catalyst is C(#N)C. The product is [CH2:19]([N:17]([CH3:18])[CH2:16][CH2:15][CH2:14][O:13][C:12]1[CH:21]=[CH:22][C:9]([C:3]2([CH2:2][N:1]3[CH2:28][CH2:27][O:26][CH2:25][CH2:24]3)[CH2:8][CH2:7][O:6][CH2:5][CH2:4]2)=[CH:10][CH:11]=1)[CH3:20]. The yield is 0.520.